Dataset: NCI-60 drug combinations with 297,098 pairs across 59 cell lines. Task: Regression. Given two drug SMILES strings and cell line genomic features, predict the synergy score measuring deviation from expected non-interaction effect. (1) Drug 1: CC1=CC2C(CCC3(C2CCC3(C(=O)C)OC(=O)C)C)C4(C1=CC(=O)CC4)C. Drug 2: C1C(C(OC1N2C=NC3=C(N=C(N=C32)Cl)N)CO)O. Cell line: OVCAR-5. Synergy scores: CSS=-4.20, Synergy_ZIP=-0.316, Synergy_Bliss=-7.35, Synergy_Loewe=-19.8, Synergy_HSA=-10.8. (2) Drug 1: COC1=CC(=CC(=C1O)OC)C2C3C(COC3=O)C(C4=CC5=C(C=C24)OCO5)OC6C(C(C7C(O6)COC(O7)C8=CC=CS8)O)O. Drug 2: CCCS(=O)(=O)NC1=C(C(=C(C=C1)F)C(=O)C2=CNC3=C2C=C(C=N3)C4=CC=C(C=C4)Cl)F. Cell line: HL-60(TB). Synergy scores: CSS=58.0, Synergy_ZIP=4.00, Synergy_Bliss=6.42, Synergy_Loewe=-29.7, Synergy_HSA=2.30. (3) Drug 1: CC1C(C(CC(O1)OC2CC(CC3=C2C(=C4C(=C3O)C(=O)C5=C(C4=O)C(=CC=C5)OC)O)(C(=O)C)O)N)O.Cl. Drug 2: COC1=C2C(=CC3=C1OC=C3)C=CC(=O)O2. Cell line: T-47D. Synergy scores: CSS=14.9, Synergy_ZIP=-1.72, Synergy_Bliss=3.97, Synergy_Loewe=-4.95, Synergy_HSA=4.38. (4) Drug 2: C1=CN(C=N1)CC(O)(P(=O)(O)O)P(=O)(O)O. Synergy scores: CSS=0.891, Synergy_ZIP=0.898, Synergy_Bliss=1.89, Synergy_Loewe=-0.278, Synergy_HSA=0.00889. Drug 1: CC1=C(C=C(C=C1)NC2=NC=CC(=N2)N(C)C3=CC4=NN(C(=C4C=C3)C)C)S(=O)(=O)N.Cl. Cell line: SK-OV-3. (5) Drug 1: C1CN1C2=NC(=NC(=N2)N3CC3)N4CC4. Drug 2: C1CCC(CC1)NC(=O)N(CCCl)N=O. Cell line: UO-31. Synergy scores: CSS=25.2, Synergy_ZIP=-8.36, Synergy_Bliss=-2.01, Synergy_Loewe=0.337, Synergy_HSA=0.820. (6) Drug 1: C1CC(=O)NC(=O)C1N2CC3=C(C2=O)C=CC=C3N. Drug 2: C1CCC(C(C1)N)N.C(=O)(C(=O)[O-])[O-].[Pt+4]. Cell line: A498. Synergy scores: CSS=0.144, Synergy_ZIP=-7.68, Synergy_Bliss=-4.98, Synergy_Loewe=-3.54, Synergy_HSA=-3.48.